This data is from Full USPTO retrosynthesis dataset with 1.9M reactions from patents (1976-2016). The task is: Predict the reactants needed to synthesize the given product. (1) Given the product [OH:13][C:14]1[CH:15]=[C:16]2[C:21](=[CH:22][CH:23]=1)[CH:20]=[C:19]([C:1]1[O:2][C:3]3[CH:9]=[CH:8][C:7]([OH:10])=[CH:6][C:4]=3[N:5]=1)[CH:18]=[CH:17]2, predict the reactants needed to synthesize it. The reactants are: [CH3:1][O:2][C:3]1[CH:9]=[CH:8][C:7]([O:10]C)=[CH:6][C:4]=1[NH2:5].C[O:13][C:14]1[CH:15]=[C:16]2[C:21](=[CH:22][CH:23]=1)[CH:20]=[C:19](C(O)=O)[CH:18]=[CH:17]2. (2) Given the product [CH3:1][O:2][C:3]1[C:11]([CH2:12][CH2:13][O:14][CH2:19][C:16]([OH:21])=[O:18])=[CH:10][C:6]2[CH:7]=[CH:8][O:9][C:5]=2[CH:4]=1, predict the reactants needed to synthesize it. The reactants are: [CH3:1][O:2][C:3]1[C:11]([CH2:12][CH2:13][OH:14])=[CH:10][C:6]2[CH:7]=[CH:8][O:9][C:5]=2[CH:4]=1.C[C:16]([CH3:19])([O-:18])C.[K+].[OH2:21].Cl.